From a dataset of NCI-60 drug combinations with 297,098 pairs across 59 cell lines. Regression. Given two drug SMILES strings and cell line genomic features, predict the synergy score measuring deviation from expected non-interaction effect. (1) Synergy scores: CSS=66.6, Synergy_ZIP=-2.41, Synergy_Bliss=-3.69, Synergy_Loewe=0.871, Synergy_HSA=3.28. Cell line: SR. Drug 1: CC1CCC2CC(C(=CC=CC=CC(CC(C(=O)C(C(C(=CC(C(=O)CC(OC(=O)C3CCCCN3C(=O)C(=O)C1(O2)O)C(C)CC4CCC(C(C4)OC)OCCO)C)C)O)OC)C)C)C)OC. Drug 2: CC1C(C(CC(O1)OC2CC(CC3=C2C(=C4C(=C3O)C(=O)C5=C(C4=O)C(=CC=C5)OC)O)(C(=O)CO)O)N)O.Cl. (2) Drug 1: C1CCC(C1)C(CC#N)N2C=C(C=N2)C3=C4C=CNC4=NC=N3. Drug 2: COC1=CC(=CC(=C1O)OC)C2C3C(COC3=O)C(C4=CC5=C(C=C24)OCO5)OC6C(C(C7C(O6)COC(O7)C8=CC=CS8)O)O. Cell line: UACC-257. Synergy scores: CSS=6.85, Synergy_ZIP=-1.38, Synergy_Bliss=-4.52, Synergy_Loewe=-32.4, Synergy_HSA=-6.89. (3) Drug 1: CC(C)(C#N)C1=CC(=CC(=C1)CN2C=NC=N2)C(C)(C)C#N. Drug 2: CC=C1C(=O)NC(C(=O)OC2CC(=O)NC(C(=O)NC(CSSCCC=C2)C(=O)N1)C(C)C)C(C)C. Cell line: IGROV1. Synergy scores: CSS=49.6, Synergy_ZIP=2.54, Synergy_Bliss=3.22, Synergy_Loewe=-33.3, Synergy_HSA=0.597. (4) Drug 1: CC1=C(C=C(C=C1)NC2=NC=CC(=N2)N(C)C3=CC4=NN(C(=C4C=C3)C)C)S(=O)(=O)N.Cl. Drug 2: C1=CC(=CC=C1C#N)C(C2=CC=C(C=C2)C#N)N3C=NC=N3. Cell line: HL-60(TB). Synergy scores: CSS=-12.4, Synergy_ZIP=12.1, Synergy_Bliss=7.34, Synergy_Loewe=-12.2, Synergy_HSA=-15.0.